From a dataset of Reaction yield outcomes from USPTO patents with 853,638 reactions. Predict the reaction yield, written as a fraction of the theoretical maximum amount of product (1.0 means a 100% yield; for example, 0.34 means a 34% yield). (1) The reactants are Cl[C:2]1[CH:7]=[CH:6][CH:5]=[CH:4][CH:3]=1.[C:8]1([CH3:16])[CH:13]=[CH:12][CH:11]=[CH:10][C:9]=1[Mg]Cl. The catalyst is C1COCC1.C1CC=CCCC=C1.C1CC=CCCC=C1.[Ni]. The product is [C:2]1([C:9]2[CH:10]=[CH:11][CH:12]=[CH:13][C:8]=2[CH3:16])[CH:7]=[CH:6][CH:5]=[CH:4][CH:3]=1. The yield is 0.960. (2) The reactants are [CH2:1]([CH:3]1[C:16]2[C:11](=[CH:12][CH:13]=[CH:14][CH:15]=2)[C:10]2[CH:9]=[CH:8][CH:7]=[CH:6][C:5]=2[NH:4]1)[CH3:2].[CH3:17][O:18][C:19]1[CH:24]=[CH:23][C:22]([S:25](Cl)(=[O:27])=[O:26])=[CH:21][CH:20]=1. The catalyst is N1C=CC=CC=1. The product is [CH2:1]([CH:3]1[C:16]2[C:11](=[CH:12][CH:13]=[CH:14][CH:15]=2)[C:10]2[CH:9]=[CH:8][CH:7]=[CH:6][C:5]=2[N:4]1[S:25]([C:22]1[CH:21]=[CH:20][C:19]([O:18][CH3:17])=[CH:24][CH:23]=1)(=[O:27])=[O:26])[CH3:2]. The yield is 0.870.